From a dataset of Forward reaction prediction with 1.9M reactions from USPTO patents (1976-2016). Predict the product of the given reaction. Given the reactants [ClH:1].CC(O)C.Cl.[CH3:7][O:8][C:9]([C@@H:11]([C:18]1[CH:23]=[CH:22][CH:21]=[CH:20][CH:19]=1)[C@@H:12]1[NH:17][CH2:16][CH2:15][CH2:14][CH2:13]1)=[O:10].C(OC(C)C)(=O)C, predict the reaction product. The product is: [CH3:7][O:8][C:9]([C@@H:11]([C:18]1[CH:19]=[CH:20][CH:21]=[CH:22][CH:23]=1)[C@H:12]1[NH:17][CH2:16][CH2:15][CH2:14][CH2:13]1)=[O:10].[ClH:1].